This data is from Forward reaction prediction with 1.9M reactions from USPTO patents (1976-2016). The task is: Predict the product of the given reaction. (1) Given the reactants [Cl:1][C:2]1[CH:7]=[CH:6][C:5]([CH2:8][CH2:9][CH2:10][C:11]2[O:15][N:14]=[C:13]([C:16]([O:18]CC)=[O:17])[CH:12]=2)=[CH:4][CH:3]=1.[OH-].[K+].O, predict the reaction product. The product is: [Cl:1][C:2]1[CH:7]=[CH:6][C:5]([CH2:8][CH2:9][CH2:10][C:11]2[O:15][N:14]=[C:13]([C:16]([OH:18])=[O:17])[CH:12]=2)=[CH:4][CH:3]=1. (2) Given the reactants [Cl:1][C:2]1[CH:7]=[C:6]([Cl:8])[CH:5]=[CH:4][C:3]=1[C:9]1[S:13][C:12]([NH2:14])=[N:11][N:10]=1.[C:15](Cl)(=O)[O:16]C1C=CC=CC=1.C(N(CC)CC)C.[CH3:32][N:33]1[C:37]2[CH:38]=[CH:39][C:40]([CH2:42][OH:43])=[CH:41][C:36]=2[N:35]=[CH:34]1.N12CCCN=C1CCCCC2, predict the reaction product. The product is: [CH3:32][N:33]1[C:37]2[CH:38]=[CH:39][C:40]([CH2:42][O:43][C:15](=[O:16])[NH:14][C:12]3[S:13][C:9]([C:3]4[CH:4]=[CH:5][C:6]([Cl:8])=[CH:7][C:2]=4[Cl:1])=[N:10][N:11]=3)=[CH:41][C:36]=2[N:35]=[CH:34]1. (3) Given the reactants [C:1]1([CH2:7][O:8][C:9]2[CH:10]=[C:11]([CH2:15][CH2:16][C:17]([O:19]CC3C=CC=CC=3)=[O:18])[CH:12]=[CH:13][CH:14]=2)[CH:6]=[CH:5][CH:4]=[CH:3][CH:2]=1.[OH-].[Na+], predict the reaction product. The product is: [C:1]1([CH2:7][O:8][C:9]2[CH:10]=[C:11]([CH2:15][CH2:16][C:17]([OH:19])=[O:18])[CH:12]=[CH:13][CH:14]=2)[CH:6]=[CH:5][CH:4]=[CH:3][CH:2]=1. (4) Given the reactants [CH3:1][C:2]1[CH:3]=[C:4]([NH:16][C:17]2[C:26]3[C:21](=[CH:22][CH:23]=[CH:24][C:25]=3[O:27][CH2:28][C:29](O)=[O:30])[N:20]=[CH:19][N:18]=2)[CH:5]=[CH:6][C:7]=1[O:8][C:9]1[CH:10]=[N:11][C:12]([CH3:15])=[CH:13][CH:14]=1.[CH3:32][NH2:33], predict the reaction product. The product is: [CH3:32][NH:33][C:29](=[O:30])[CH2:28][O:27][C:25]1[CH:24]=[CH:23][CH:22]=[C:21]2[C:26]=1[C:17]([NH:16][C:4]1[CH:5]=[CH:6][C:7]([O:8][C:9]3[CH:10]=[N:11][C:12]([CH3:15])=[CH:13][CH:14]=3)=[C:2]([CH3:1])[CH:3]=1)=[N:18][CH:19]=[N:20]2. (5) The product is: [P:1]([O:23][CH3:24])([O:21][CH3:22])([O:3][C:4](=[C:16]1[CH2:20][CH2:19][CH2:18][CH2:17]1)[C:5]1[C:13]2[C:8](=[CH:9][C:10]([O:14][CH3:15])=[CH:11][CH:12]=2)[N:7]([CH2:26][C:27](=[O:33])[C:28]([CH3:32])([CH3:31])[CH2:29][CH3:30])[N:6]=1)=[O:2]. Given the reactants [P:1]([O:23][CH3:24])([O:21][CH3:22])([O:3][C:4](=[C:16]1[CH2:20][CH2:19][CH2:18][CH2:17]1)[C:5]1[C:13]2[C:8](=[CH:9][C:10]([O:14][CH3:15])=[CH:11][CH:12]=2)[NH:7][N:6]=1)=[O:2].Br[CH2:26][C:27](=[O:33])[C:28]([CH3:32])([CH3:31])[CH2:29][CH3:30], predict the reaction product. (6) Given the reactants [O:1]=[C:2]1[NH:7][C:6]2[N:8]=[CH:9][CH:10]=[C:11]([O:12][C:13]3[CH:18]=[CH:17][C:16]([NH:19][C:20](=O)[O:21]C(C)(C)C)=[CH:15][CH:14]=3)[C:5]=2[N:4]=[CH:3]1.[C:27]([C:31]1[CH:35]=[C:34]([N:36]=C=O)[N:33]([C:39]2[CH:44]=[CH:43][C:42]([CH3:45])=[CH:41][CH:40]=2)[N:32]=1)([CH3:30])([CH3:29])[CH3:28], predict the reaction product. The product is: [C:27]([C:31]1[CH:35]=[C:34]([NH:36][C:20]([NH:19][C:16]2[CH:15]=[CH:14][C:13]([O:12][C:11]3[C:5]4[N:4]=[CH:3][C:2](=[O:1])[NH:7][C:6]=4[N:8]=[CH:9][CH:10]=3)=[CH:18][CH:17]=2)=[O:21])[N:33]([C:39]2[CH:40]=[CH:41][C:42]([CH3:45])=[CH:43][CH:44]=2)[N:32]=1)([CH3:30])([CH3:29])[CH3:28]. (7) Given the reactants C[N:2](C)[CH:3]=[C:4]([C:7]1[CH:12]=[CH:11][C:10]([N+:13]([O-:15])=[O:14])=[CH:9][CH:8]=1)[C:5]#N.[CH2:17]([O:19][C:20]([C:22]1[CH:23]=[N:24][NH:25][C:26]=1[NH2:27])=[O:21])[CH3:18].Cl, predict the reaction product. The product is: [CH2:17]([O:19][C:20]([C:22]1[CH:23]=[N:24][N:25]2[C:3]([NH2:2])=[C:4]([C:7]3[CH:12]=[CH:11][C:10]([N+:13]([O-:15])=[O:14])=[CH:9][CH:8]=3)[CH:5]=[N:27][C:26]=12)=[O:21])[CH3:18].